Predict which catalyst facilitates the given reaction. From a dataset of Catalyst prediction with 721,799 reactions and 888 catalyst types from USPTO. (1) Reactant: [O:1]1[C:9]2[C:4](=[CH:5][CH:6]=[CH:7][CH:8]=2)[C:3](=O)[CH2:2]1.[F:11][C:12]1[CH:17]=[CH:16][C:15]([Mg]Br)=[CH:14][CH:13]=1. Product: [F:11][C:12]1[CH:17]=[CH:16][C:15]([C:2]2[O:1][C:9]3[CH:8]=[CH:7][CH:6]=[CH:5][C:4]=3[CH:3]=2)=[CH:14][CH:13]=1. The catalyst class is: 28. (2) Reactant: C(OC(=O)[NH:7][C:8]1[CH:13]=[CH:12][C:11]([C:14]([F:17])([F:16])[F:15])=[CH:10][C:9]=1[NH:18][C:19](=[O:39])[CH2:20][C:21]([C:23]1[CH:28]=[CH:27][CH:26]=[C:25]([C:29]2[CH:30]=[N:31][C:32]([CH:36]3[CH2:38][CH2:37]3)=[CH:33][C:34]=2[CH3:35])[CH:24]=1)=O)(C)(C)C.C(O)(C(F)(F)F)=O. Product: [CH:36]1([C:32]2[N:31]=[CH:30][C:29]([C:25]3[CH:24]=[C:23]([C:21]4[CH2:20][C:19](=[O:39])[NH:18][C:9]5[CH:10]=[C:11]([C:14]([F:17])([F:16])[F:15])[CH:12]=[CH:13][C:8]=5[N:7]=4)[CH:28]=[CH:27][CH:26]=3)=[C:34]([CH3:35])[CH:33]=2)[CH2:38][CH2:37]1. The catalyst class is: 2.